This data is from NCI-60 drug combinations with 297,098 pairs across 59 cell lines. The task is: Regression. Given two drug SMILES strings and cell line genomic features, predict the synergy score measuring deviation from expected non-interaction effect. (1) Drug 1: CC1=C(C(=CC=C1)Cl)NC(=O)C2=CN=C(S2)NC3=CC(=NC(=N3)C)N4CCN(CC4)CCO. Drug 2: CCC1(C2=C(COC1=O)C(=O)N3CC4=CC5=C(C=CC(=C5CN(C)C)O)N=C4C3=C2)O.Cl. Cell line: CCRF-CEM. Synergy scores: CSS=42.9, Synergy_ZIP=3.29, Synergy_Bliss=3.01, Synergy_Loewe=-30.1, Synergy_HSA=-0.931. (2) Drug 1: CCC(=C(C1=CC=CC=C1)C2=CC=C(C=C2)OCCN(C)C)C3=CC=CC=C3.C(C(=O)O)C(CC(=O)O)(C(=O)O)O. Drug 2: CC1C(C(CC(O1)OC2CC(CC3=C2C(=C4C(=C3O)C(=O)C5=C(C4=O)C(=CC=C5)OC)O)(C(=O)CO)O)N)O.Cl. Cell line: BT-549. Synergy scores: CSS=33.1, Synergy_ZIP=4.95, Synergy_Bliss=5.68, Synergy_Loewe=-14.6, Synergy_HSA=3.87. (3) Drug 1: COC1=CC(=CC(=C1O)OC)C2C3C(COC3=O)C(C4=CC5=C(C=C24)OCO5)OC6C(C(C7C(O6)COC(O7)C8=CC=CS8)O)O. Drug 2: CC12CCC3C(C1CCC2O)C(CC4=C3C=CC(=C4)O)CCCCCCCCCS(=O)CCCC(C(F)(F)F)(F)F. Cell line: SW-620. Synergy scores: CSS=39.0, Synergy_ZIP=2.21, Synergy_Bliss=0.817, Synergy_Loewe=-16.1, Synergy_HSA=1.01. (4) Drug 1: CCCS(=O)(=O)NC1=C(C(=C(C=C1)F)C(=O)C2=CNC3=C2C=C(C=N3)C4=CC=C(C=C4)Cl)F. Drug 2: C1=NC2=C(N1)C(=S)N=CN2. Cell line: NCIH23. Synergy scores: CSS=2.00, Synergy_ZIP=-6.65, Synergy_Bliss=-8.95, Synergy_Loewe=-32.0, Synergy_HSA=-12.1.